This data is from Peptide-MHC class II binding affinity with 134,281 pairs from IEDB. The task is: Regression. Given a peptide amino acid sequence and an MHC pseudo amino acid sequence, predict their binding affinity value. This is MHC class II binding data. (1) The peptide sequence is RWLLIEILKASKSML. The MHC is DRB1_1501 with pseudo-sequence DRB1_1501. The binding affinity (normalized) is 0.918. (2) The peptide sequence is EKKYFAATQFEVLAA. The MHC is HLA-DQA10501-DQB10301 with pseudo-sequence HLA-DQA10501-DQB10301. The binding affinity (normalized) is 0.430. (3) The peptide sequence is NHFFNHHKVMLLGHD. The MHC is DRB1_1001 with pseudo-sequence DRB1_1001. The binding affinity (normalized) is 0.753. (4) The peptide sequence is GIKQLQARVLAVERYLK. The MHC is DRB1_1101 with pseudo-sequence DRB1_1101. The binding affinity (normalized) is 0.612. (5) The peptide sequence is QRMMAEIDTDGDGFI. The MHC is DRB3_0202 with pseudo-sequence DRB3_0202. The binding affinity (normalized) is 0. (6) The peptide sequence is ALEAAVKQAYAATVA. The MHC is DRB1_0401 with pseudo-sequence DRB1_0401. The binding affinity (normalized) is 0.420. (7) The peptide sequence is GNEPMYAQVRKPKSR. The binding affinity (normalized) is 0. The MHC is DRB1_1201 with pseudo-sequence DRB1_1201.